Dataset: Catalyst prediction with 721,799 reactions and 888 catalyst types from USPTO. Task: Predict which catalyst facilitates the given reaction. (1) Reactant: [Cl:1][C:2]1[N:11]=[CH:10][CH:9]=[C:8]2[C:3]=1[CH:4]=[C:5]([C:20]1[CH:25]=[CH:24][CH:23]=[CH:22][CH:21]=1)[C:6]([C:12]1[CH:19]=[CH:18][C:15]([CH:16]=O)=[CH:14][CH:13]=1)=[N:7]2.[NH:26]1[CH2:31][CH2:30][CH:29]([C:32]2[N:36]=[C:35]([C:37]3[N:42]=[CH:41][CH:40]=[CH:39][N:38]=3)[NH:34][N:33]=2)[CH2:28][CH2:27]1.C(N(CC)CC)C.C(O)(=O)C.C(O[BH-](OC(=O)C)OC(=O)C)(=O)C.[Na+]. Product: [Cl:1][C:2]1[N:11]=[CH:10][CH:9]=[C:8]2[C:3]=1[CH:4]=[C:5]([C:20]1[CH:25]=[CH:24][CH:23]=[CH:22][CH:21]=1)[C:6]([C:12]1[CH:19]=[CH:18][C:15]([CH2:16][N:26]3[CH2:27][CH2:28][CH:29]([C:32]4[NH:36][C:35]([C:37]5[N:42]=[CH:41][CH:40]=[CH:39][N:38]=5)=[N:34][N:33]=4)[CH2:30][CH2:31]3)=[CH:14][CH:13]=1)=[N:7]2. The catalyst class is: 514. (2) Reactant: Br[C:2]1[CH:3]=[C:4]([NH2:11])[C:5]([N+:8]([O-:10])=[O:9])=[N:6][CH:7]=1.[N:12]1([C:18]([O:20][C:21]([CH3:24])([CH3:23])[CH3:22])=[O:19])[CH2:17][CH2:16][NH:15][CH2:14][CH2:13]1. Product: [NH2:11][C:4]1[CH:3]=[C:2]([N:15]2[CH2:14][CH2:13][N:12]([C:18]([O:20][C:21]([CH3:24])([CH3:23])[CH3:22])=[O:19])[CH2:17][CH2:16]2)[CH:7]=[N:6][C:5]=1[N+:8]([O-:10])=[O:9]. The catalyst class is: 6. (3) Reactant: [Cl:1][C:2]1[CH:3]=[N:4][CH:5]=[CH:6][C:7]=1/[C:8](/[CH2:31][CH3:32])=[C:9](\[C:20]1[CH:25]=[CH:24][C:23](/[CH:26]=[CH:27]/[C:28]([OH:30])=[O:29])=[CH:22][CH:21]=1)/[C:10]1[CH:11]=[C:12]2[C:16](=[C:17]([F:19])[CH:18]=1)[NH:15][N:14]=[CH:13]2.C1C=C(Cl)C=C(C(OO)=[O:41])C=1. Product: [C:28](/[CH:27]=[CH:26]/[C:23]1[CH:24]=[CH:25][C:20](/[C:9](/[C:10]2[CH:11]=[C:12]3[C:16](=[C:17]([F:19])[CH:18]=2)[NH:15][N:14]=[CH:13]3)=[C:8](\[C:7]2[CH:6]=[CH:5][N+:4]([O-:41])=[CH:3][C:2]=2[Cl:1])/[CH2:31][CH3:32])=[CH:21][CH:22]=1)([OH:30])=[O:29]. The catalyst class is: 4. (4) Reactant: C[O:2][C:3]([C@H:5]1[CH2:9][C@H:8]([O:10][Si:11]([C:24]([CH3:27])([CH3:26])[CH3:25])([C:18]2[CH:23]=[CH:22][CH:21]=[CH:20][CH:19]=2)[C:12]2[CH:17]=[CH:16][CH:15]=[CH:14][CH:13]=2)[CH2:7][N:6]1[C:28](=[O:42])[NH:29][C:30]1[CH:35]=[CH:34][C:33]([O:36][CH2:37][C:38]([F:41])([F:40])[F:39])=[CH:32][CH:31]=1)=O.[Li+].[BH4-]. Product: [F:41][C:38]([F:39])([F:40])[CH2:37][O:36][C:33]1[CH:32]=[CH:31][C:30]([NH:29][C:28]([N:6]2[CH2:7][C@@H:8]([O:10][Si:11]([C:24]([CH3:27])([CH3:25])[CH3:26])([C:18]3[CH:19]=[CH:20][CH:21]=[CH:22][CH:23]=3)[C:12]3[CH:17]=[CH:16][CH:15]=[CH:14][CH:13]=3)[CH2:9][C@@H:5]2[CH2:3][OH:2])=[O:42])=[CH:35][CH:34]=1. The catalyst class is: 1. (5) Reactant: [CH:1]1([NH:7][C:8]2[CH:13]=[CH:12][CH:11]=[CH:10][C:9]=2[NH:14][C:15](=[O:24])[O:16][CH2:17][C:18]2[CH:23]=[CH:22][CH:21]=[CH:20][CH:19]=2)[CH2:6][CH2:5][CH2:4][CH2:3][CH2:2]1.[H-].[Na+].Br[CH2:28][C:29](=[O:34])[C:30]([CH3:33])([CH3:32])[CH3:31].O. Product: [CH:1]1([NH:7][C:8]2[CH:13]=[CH:12][CH:11]=[CH:10][C:9]=2[N:14]([CH2:28][C:29](=[O:34])[C:30]([CH3:33])([CH3:32])[CH3:31])[C:15](=[O:24])[O:16][CH2:17][C:18]2[CH:19]=[CH:20][CH:21]=[CH:22][CH:23]=2)[CH2:2][CH2:3][CH2:4][CH2:5][CH2:6]1. The catalyst class is: 54.